From a dataset of Reaction yield outcomes from USPTO patents with 853,638 reactions. Predict the reaction yield, written as a fraction of the theoretical maximum amount of product (1.0 means a 100% yield; for example, 0.34 means a 34% yield). The reactants are [N:1]1[CH:6]=[CH:5][N:4]=[CH:3][C:2]=1[NH2:7].[C:8]([N:13]=[C:14]=[S:15])(=[O:12])[O:9][CH2:10][CH3:11]. The catalyst is O1CCOCC1. The product is [N:1]1[CH:6]=[CH:5][N:4]=[CH:3][C:2]=1[NH:7][C:14]([NH:13][C:8](=[O:12])[O:9][CH2:10][CH3:11])=[S:15]. The yield is 0.770.